Dataset: Full USPTO retrosynthesis dataset with 1.9M reactions from patents (1976-2016). Task: Predict the reactants needed to synthesize the given product. (1) Given the product [Cl:24][C:17]1[N:16]=[C:15]2[C:20]([N:21]=[CH:22][N:14]2[C@@H:12]2[CH2:13][C@H:9]([N:8]3[N:53]=[C:52]([CH2:54][CH3:55])[CH:51]=[N:50]3)[C@@H:10]([OH:26])[C@H:11]2[OH:25])=[C:19]([Cl:23])[N:18]=1, predict the reactants needed to synthesize it. The reactants are: C([N:8](C(OC(C)(C)C)=O)[C@H:9]1[CH2:13][C@@H:12]([N:14]2[CH:22]=[N:21][C:20]3[C:15]2=[N:16][C:17]([Cl:24])=[N:18][C:19]=3[Cl:23])[C@H:11]([OH:25])[C@@H:10]1[OH:26])(OC(C)(C)C)=O.ClC1N=C2C(N=CN2[C@@H]2C[C@H](N3[N:53]=[C:52]([CH2:54][CH3:55])[CH:51]=[N:50]3)C=C2)=C(Cl)N=1. (2) The reactants are: [CH3:1][N:2]1[C:10]([CH:11]=O)=[N:9][C:8]2[C:3]1=[N:4][C:5]([N:19]1[C:23]3[CH:24]=[CH:25][CH:26]=[CH:27][C:22]=3[N:21]=[C:20]1[CH3:28])=[N:6][C:7]=2[N:13]1[CH2:18][CH2:17][O:16][CH2:15][CH2:14]1.[CH3:29][S:30]([CH2:33][CH2:34][N:35]1[CH2:40][CH2:39][NH:38][CH2:37][CH2:36]1)(=[O:32])=[O:31].C(O[BH-](OC(=O)C)OC(=O)C)(=O)C.[Na+]. Given the product [CH3:1][N:2]1[C:10]([CH2:11][N:38]2[CH2:37][CH2:36][N:35]([CH2:34][CH2:33][S:30]([CH3:29])(=[O:31])=[O:32])[CH2:40][CH2:39]2)=[N:9][C:8]2[C:3]1=[N:4][C:5]([N:19]1[C:23]3[CH:24]=[CH:25][CH:26]=[CH:27][C:22]=3[N:21]=[C:20]1[CH3:28])=[N:6][C:7]=2[N:13]1[CH2:14][CH2:15][O:16][CH2:17][CH2:18]1, predict the reactants needed to synthesize it. (3) Given the product [F:33][C:12]([F:11])([F:32])[C:13]1[CH:27]=[C:26]([C:28]([F:31])([F:30])[F:29])[CH:25]=[CH:24][C:14]=1[CH2:15][N:16]1[CH2:21][CH2:20][CH:19](/[CH:22]=[C:9]2/[C:5]([NH:4][CH2:1][CH2:2][CH3:3])=[N:6][C:7](=[O:10])[S:8]/2)[CH2:18][CH2:17]1, predict the reactants needed to synthesize it. The reactants are: [CH2:1]([NH:4][C:5]1[CH2:9][S:8][C:7](=[O:10])[N:6]=1)[CH2:2][CH3:3].[F:11][C:12]([F:33])([F:32])[C:13]1[CH:27]=[C:26]([C:28]([F:31])([F:30])[F:29])[CH:25]=[CH:24][C:14]=1[CH2:15][N:16]1[CH2:21][CH2:20][CH:19]([CH:22]=O)[CH2:18][CH2:17]1.C([O-])(=O)C.[NH2+]1CCCCC1.